From a dataset of Catalyst prediction with 721,799 reactions and 888 catalyst types from USPTO. Predict which catalyst facilitates the given reaction. (1) Reactant: [C:1]1([C@H:7]2[O:14][CH2:13][C@H:12]3[N:8]2[C:9](=O)[C@@H:10]2[CH2:15][C@@H:11]23)[CH:6]=[CH:5][CH:4]=[CH:3][CH:2]=1.[H-].[Al+3].[Li+].[H-].[H-].[H-].[OH-].[Na+].[O-]S([O-])(=O)=O.[Na+].[Na+]. Product: [CH2:7]([N:8]1[CH2:9][C@H:10]2[C@H:11]([CH2:15]2)[C@H:12]1[CH2:13][OH:14])[C:1]1[CH:2]=[CH:3][CH:4]=[CH:5][CH:6]=1. The catalyst class is: 20. (2) Reactant: [OH-].[Na+].[C:3]([O:7][C:8]([N:10]1[CH2:15][CH2:14][CH:13]([CH2:16][CH2:17][CH2:18][O:19][C:20]2[CH:25]=[CH:24][C:23]([CH2:26][C:27]([O:29]C)=[O:28])=[CH:22][CH:21]=2)[CH2:12][CH2:11]1)=[O:9])([CH3:6])([CH3:5])[CH3:4]. Product: [C:3]([O:7][C:8]([N:10]1[CH2:11][CH2:12][CH:13]([CH2:16][CH2:17][CH2:18][O:19][C:20]2[CH:25]=[CH:24][C:23]([CH2:26][C:27]([OH:29])=[O:28])=[CH:22][CH:21]=2)[CH2:14][CH2:15]1)=[O:9])([CH3:6])([CH3:4])[CH3:5]. The catalyst class is: 5. (3) Reactant: C([O:3][C:4](=O)[C:5]([NH:14][C:15]([O:17][CH3:18])=[O:16])([CH3:13])[CH2:6][CH2:7][C:8]1[S:9][CH:10]=[CH:11][CH:12]=1)C.[BH4-].[Na+].[Cl-].[Li+]. Product: [CH3:18][O:17][C:15]([NH:14][C:5]([CH3:13])([CH2:6][CH2:7][C:8]1[S:9][CH:10]=[CH:11][CH:12]=1)[CH2:4][OH:3])=[O:16]. The catalyst class is: 199. (4) Reactant: [Br:1][C:2]1[CH:3]=[C:4]2[C:10]([C:11](=O)[C:12]#[C:13][C:14]([C:20]3[CH:25]=[CH:24][N:23]=[CH:22][C:21]=3[F:26])([O:16][CH2:17][O:18][CH3:19])[CH3:15])=[CH:9][NH:8][C:5]2=[N:6][CH:7]=1.C([O-])([O-])=O.[K+].[K+].C(=O)([O-])[O-].[NH2:38][C:39]([NH2:41])=[NH2+:40].[NH2:38][C:39]([NH2:41])=[NH2+:40].O. Product: [Br:1][C:2]1[CH:3]=[C:4]2[C:10]([C:11]3[CH:12]=[C:13]([C:14]([C:20]4[CH:25]=[CH:24][N:23]=[CH:22][C:21]=4[F:26])([O:16][CH2:17][O:18][CH3:19])[CH3:15])[N:40]=[C:39]([NH2:41])[N:38]=3)=[CH:9][NH:8][C:5]2=[N:6][CH:7]=1. The catalyst class is: 141. (5) Reactant: [CH2:1]([O:3][C:4]([C:6]1[CH2:11][CH2:10][C:9](=[O:12])[NH:8][C:7]=1[C:13]([F:16])([F:15])[F:14])=[O:5])[CH3:2].BrN1C(=O)CCC1=O. Product: [CH2:1]([O:3][C:4]([C:6]1[CH:11]=[CH:10][C:9](=[O:12])[NH:8][C:7]=1[C:13]([F:16])([F:14])[F:15])=[O:5])[CH3:2]. The catalyst class is: 717. (6) Reactant: BrB(Br)Br.[F:5][C:6]1[CH:7]=[C:8]([CH2:15][C:16]([OH:18])=[O:17])[CH:9]=[C:10]([F:14])[C:11]=1[O:12]C.[CH3:19]O. Product: [F:5][C:6]1[CH:7]=[C:8]([CH2:15][C:16]([O:18][CH3:19])=[O:17])[CH:9]=[C:10]([F:14])[C:11]=1[OH:12]. The catalyst class is: 4. (7) Reactant: Cl[C:2]1[C:7]([C:8]#[N:9])=[C:6]([Cl:10])[N:5]=[C:4]([NH:11][CH2:12][CH2:13][OH:14])[N:3]=1.[C:15]1([CH:21]2[CH2:26][CH2:25][NH:24][CH2:23][CH2:22]2)[CH:20]=[CH:19][CH:18]=[CH:17][CH:16]=1.C(N(C(C)C)C(C)C)C. Product: [Cl:10][C:6]1[C:7]([C:8]#[N:9])=[C:2]([N:24]2[CH2:25][CH2:26][CH:21]([C:15]3[CH:20]=[CH:19][CH:18]=[CH:17][CH:16]=3)[CH2:22][CH2:23]2)[N:3]=[C:4]([NH:11][CH2:12][CH2:13][OH:14])[N:5]=1. The catalyst class is: 12. (8) Reactant: [NH:1]1[C:10]2[C:5](=[CH:6][CH:7]=[CH:8][CH:9]=2)[CH2:4][CH2:3][CH2:2]1.[N:11]([C:14]1[CH:22]=[CH:21][C:17]([C:18](O)=[O:19])=[CH:16][CH:15]=1)=[N+:12]=[N-:13].Cl.CN(C)CCCN=C=NCC. Product: [N:11]([C:14]1[CH:15]=[CH:16][C:17]([C:18]([N:1]2[C:10]3[C:5](=[CH:6][CH:7]=[CH:8][CH:9]=3)[CH2:4][CH2:3][CH2:2]2)=[O:19])=[CH:21][CH:22]=1)=[N+:12]=[N-:13]. The catalyst class is: 1. (9) Reactant: [N+:1]([C:4]1[C:9]([N+:10]([O-:12])=[O:11])=[CH:8][C:7]([NH2:13])=[C:6]([NH2:14])[CH:5]=1)([O-:3])=[O:2]. Product: [CH2:9]([C:4]1[C:5]([CH2:6][CH3:7])=[N:14][C:6]2[C:7](=[CH:8][C:9]([N+:10]([O-:12])=[O:11])=[C:4]([N+:1]([O-:3])=[O:2])[CH:5]=2)[N:13]=1)[CH3:8]. The catalyst class is: 8.